From a dataset of Catalyst prediction with 721,799 reactions and 888 catalyst types from USPTO. Predict which catalyst facilitates the given reaction. (1) Reactant: [C:1]([O:5][C:6]([NH:8][C@@H:9]1[C@@H:14]2[O:15][C@@H:11]([CH2:12][CH2:13]2)[C@@H:10]1[C:16]([OH:18])=O)=[O:7])([CH3:4])([CH3:3])[CH3:2].[N:19]1C=CC=CC=1.O(C(OC(C)(C)C)=O)C(OC(C)(C)C)=O. The catalyst class is: 12. Product: [C:16]([C@H:10]1[C@H:11]2[O:15][C@H:14]([CH2:13][CH2:12]2)[C@H:9]1[NH:8][C:6](=[O:7])[O:5][C:1]([CH3:4])([CH3:3])[CH3:2])(=[O:18])[NH2:19]. (2) Reactant: [F:1][C:2]1[C:8]([N+:9]([O-:11])=[O:10])=[CH:7][CH:6]=[CH:5][C:3]=1[NH2:4].[CH3:12][N:13]([CH:15]=O)[CH3:14].CN([C:20]([O:24]N1N=NC2C=CC=NC1=2)=[N+](C)C)C.F[P-](F)(F)(F)(F)F.CCN([CH:47]([CH3:49])[CH3:48])C(C)C. Product: [F:1][C:2]1[C:8]([N+:9]([O-:11])=[O:10])=[CH:7][CH:6]=[CH:5][C:3]=1[NH:4][C:20]([CH:49]1[CH2:47][CH2:48][CH2:14][N:13]([CH3:12])[CH2:15]1)=[O:24]. The catalyst class is: 13. (3) Reactant: Br[C:2]1[CH:7]=[CH:6][C:5]([Br:8])=[CH:4][N:3]=1.[C:9]1(B(O)O)[CH:14]=[CH:13][CH:12]=[CH:11][CH:10]=1.C(=O)([O-])[O-].[Na+].[Na+]. Product: [Br:8][C:5]1[CH:4]=[N:3][C:2]([C:9]2[CH:14]=[CH:13][CH:12]=[CH:11][CH:10]=2)=[CH:7][CH:6]=1. The catalyst class is: 7. (4) Reactant: [CH:1]1[C:10]2[C:5](=[CH:6][CH:7]=[CH:8][CH:9]=2)[CH:4]=[CH:3][C:2]=1[C:11]([NH:13][CH:14]1[C:21](=[O:22])[N:20]2[CH:23]([C:26](O)=[O:27])[CH2:24][CH2:25][CH:19]2[CH2:18][CH:17]=[CH:16][CH2:15]1)=[O:12].CCN=C=NCCCN(C)C.C1C=CC2N(O)N=NC=2C=1.CN1CCOCC1.[CH2:57]([O:64][C:65](=[O:78])[CH2:66][CH:67]([NH2:77])[CH2:68][O:69][Si:70]([C:73]([CH3:76])([CH3:75])[CH3:74])([CH3:72])[CH3:71])[C:58]1[CH:63]=[CH:62][CH:61]=[CH:60][CH:59]=1. Product: [CH2:57]([O:64][C:65](=[O:78])[CH2:66][CH:67]([NH:77][C:26]([CH:23]1[N:20]2[C:21](=[O:22])[CH:14]([NH:13][C:11]([C:2]3[CH:3]=[CH:4][C:5]4[C:10](=[CH:9][CH:8]=[CH:7][CH:6]=4)[CH:1]=3)=[O:12])[CH2:15][CH:16]=[CH:17][CH2:18][CH:19]2[CH2:25][CH2:24]1)=[O:27])[CH2:68][O:69][Si:70]([C:73]([CH3:74])([CH3:75])[CH3:76])([CH3:72])[CH3:71])[C:58]1[CH:59]=[CH:60][CH:61]=[CH:62][CH:63]=1. The catalyst class is: 20. (5) The catalyst class is: 9. Reactant: [F:1][C:2]1[CH:3]=[CH:4][C:5]([O:25][CH3:26])=[C:6]([C:8]2[CH:13]=[CH:12][N:11]=[C:10]3[NH:14][C:15]([C:17]4[CH2:18][CH:19]5[CH2:23][NH:22][CH2:21][CH:20]5[CH:24]=4)=[CH:16][C:9]=23)[CH:7]=1.Br[CH2:28][C:29]([O:31][C:32]([CH3:35])([CH3:34])[CH3:33])=[O:30].C(N(CC)CC)C.O. Product: [F:1][C:2]1[CH:3]=[CH:4][C:5]([O:25][CH3:26])=[C:6]([C:8]2[CH:13]=[CH:12][N:11]=[C:10]3[NH:14][C:15]([C:17]4[CH2:18][CH:19]5[CH2:23][N:22]([CH2:28][C:29]([O:31][C:32]([CH3:35])([CH3:34])[CH3:33])=[O:30])[CH2:21][CH:20]5[CH:24]=4)=[CH:16][C:9]=23)[CH:7]=1. (6) Reactant: [Cl:1][C:2]1[N:3]([CH2:10][C@:11]([OH:15])([CH3:14])[CH2:12][OH:13])[CH:4]=[C:5]([N+:7]([O-:9])=[O:8])[N:6]=1.[CH3:16][S:17](Cl)(=[O:19])=[O:18].Cl. Product: [Cl:1][C:2]1[N:3]([CH2:10][C@:11]([OH:15])([CH3:14])[CH2:12][O:13][S:17]([CH3:16])(=[O:19])=[O:18])[CH:4]=[C:5]([N+:7]([O-:9])=[O:8])[N:6]=1. The catalyst class is: 17.